This data is from Reaction yield outcomes from USPTO patents with 853,638 reactions. The task is: Predict the reaction yield, written as a fraction of the theoretical maximum amount of product (1.0 means a 100% yield; for example, 0.34 means a 34% yield). The reactants are [CH2:1]([C:3]([C:8]1[CH:13]=[CH:12][C:11]([N+:14]([O-])=O)=[CH:10][CH:9]=1)([CH2:6][CH3:7])[C:4]#[N:5])[CH3:2]. The catalyst is CO.[Pd]. The product is [NH2:14][C:11]1[CH:10]=[CH:9][C:8]([C:3]([CH2:6][CH3:7])([CH2:1][CH3:2])[C:4]#[N:5])=[CH:13][CH:12]=1. The yield is 0.700.